This data is from Forward reaction prediction with 1.9M reactions from USPTO patents (1976-2016). The task is: Predict the product of the given reaction. (1) Given the reactants [OH:1][CH2:2][C:3]1[CH:4]=[C:5]([C:14]([O:16][CH2:17][CH3:18])=[O:15])[CH:6]=[C:7]([CH:13]=1)[C:8]([O:10][CH2:11][CH3:12])=[O:9].C(N(C(C)C)C(C)C)C.[CH:28]([N:31]([CH:39]([CH3:41])[CH3:40])[P:32](Cl)[O:33][CH2:34][CH2:35][C:36]#[N:37])([CH3:30])[CH3:29].C(OCC)(=O)C.CCCCCCC, predict the reaction product. The product is: [CH3:41][CH:39]([N:31]([P:32]([O:33][CH2:34][CH2:35][C:36]#[N:37])[O:1][CH2:2][C:3]1[CH:13]=[C:7]([C:8]([O:10][CH2:11][CH3:12])=[O:9])[CH:6]=[C:5]([C:14]([O:16][CH2:17][CH3:18])=[O:15])[CH:4]=1)[CH:28]([CH3:29])[CH3:30])[CH3:40]. (2) The product is: [Br:8][C:9]1[C:19]2[O:18][C:17]3[CH:20]=[CH:21][C:22]([N+:24]([O-:26])=[O:25])=[CH:23][C:16]=3[CH:15]=[CH:14][C:13]=2[CH:12]=[CH:11][CH:10]=1. Given the reactants C1(C)C=CC=CC=1.[Br:8][C:9]1[C:19]2[O:18][C:17]3[CH:20]=[CH:21][C:22]([N+:24]([O-:26])=[O:25])=[CH:23][C:16]=3[CH2:15][CH:14](O)[C:13]=2[CH:12]=[CH:11][CH:10]=1, predict the reaction product. (3) Given the reactants [F:1][C:2]([F:11])([F:10])[C:3]1[CH:4]=[C:5]([SH:9])[CH:6]=[CH:7][CH:8]=1.[Cl:12][C:13]1[CH:18]=[CH:17][C:16]([CH:19]2[CH2:24][CH:23](CS([O-])(=O)=O)[CH2:22][CH2:21][O:20]2)=[C:15]([CH3:30])[CH:14]=1.C([O-])([O-])=O.[K+].[K+], predict the reaction product. The product is: [Cl:12][C:13]1[CH:18]=[CH:17][C:16]([CH:19]2[CH2:24][CH:23]([S:9][C:5]3[CH:6]=[CH:7][CH:8]=[C:3]([C:2]([F:1])([F:10])[F:11])[CH:4]=3)[CH2:22][CH2:21][O:20]2)=[C:15]([CH3:30])[CH:14]=1. (4) Given the reactants [NH2:1][C@@H:2]([CH2:33][C:34]1[CH:39]=[CH:38][CH:37]=[CH:36][CH:35]=1)[CH2:3][C@H:4]([OH:32])[C@@H:5]([NH:19][C:20]([C@@H:22]([NH:27][C:28](=[O:31])[O:29][CH3:30])[C:23]([CH3:26])([CH3:25])[CH3:24])=[O:21])[CH2:6][C:7]1[CH:12]=[CH:11][C:10]([C:13]2[CH:18]=[CH:17][CH:16]=[CH:15][N:14]=2)=[CH:9][CH:8]=1.[CH3:40][C:41]([CH3:64])([CH3:63])[C@H:42]([N:46]1[CH2:50][CH2:49][N:48]([CH2:51][C:52]2[N:56]([CH3:57])[C:55]3[CH:58]=[CH:59][CH:60]=[CH:61][C:54]=3[N:53]=2)[C:47]1=[O:62])[C:43](O)=[O:44].CCOP(ON1N=NC2C=CC=CC=2C1=O)(OCC)=O.C(N(CC)C(C)C)(C)C, predict the reaction product. The product is: [CH3:40][C:41]([CH3:64])([CH3:63])[C@H:42]([N:46]1[CH2:50][CH2:49][N:48]([CH2:51][C:52]2[N:56]([CH3:57])[C:55]3[CH:58]=[CH:59][CH:60]=[CH:61][C:54]=3[N:53]=2)[C:47]1=[O:62])[C:43]([NH:1][C@@H:2]([CH2:33][C:34]1[CH:35]=[CH:36][CH:37]=[CH:38][CH:39]=1)[CH2:3][C@H:4]([OH:32])[C@@H:5]([NH:19][C:20]([C@@H:22]([NH:27][C:28](=[O:31])[O:29][CH3:30])[C:23]([CH3:25])([CH3:26])[CH3:24])=[O:21])[CH2:6][C:7]1[CH:12]=[CH:11][C:10]([C:13]2[CH:18]=[CH:17][CH:16]=[CH:15][N:14]=2)=[CH:9][CH:8]=1)=[O:44]. (5) Given the reactants C(O)(C(F)(F)F)=O.[C:8]([C:11]1([C:14]2[CH:51]=[CH:50][CH:49]=[CH:48][C:15]=2[CH2:16][CH2:17][C:18]2[C:23]([C:24]([F:27])([F:26])[F:25])=[CH:22][N:21]=[C:20]([NH:28][C:29]3[CH:30]=[CH:31][C:32]([CH:35]4[CH2:40][CH2:39][N:38](C(OC(C)(C)C)=O)[CH2:37][CH2:36]4)=[N:33][CH:34]=3)[N:19]=2)[CH2:13][CH2:12]1)(=[O:10])[NH2:9], predict the reaction product. The product is: [NH:38]1[CH2:37][CH2:36][CH:35]([C:32]2[N:33]=[CH:34][C:29]([NH:28][C:20]3[N:19]=[C:18]([CH2:17][CH2:16][C:15]4[CH:48]=[CH:49][CH:50]=[CH:51][C:14]=4[C:11]4([C:8]([NH2:9])=[O:10])[CH2:12][CH2:13]4)[C:23]([C:24]([F:26])([F:25])[F:27])=[CH:22][N:21]=3)=[CH:30][CH:31]=2)[CH2:40][CH2:39]1.